From a dataset of Forward reaction prediction with 1.9M reactions from USPTO patents (1976-2016). Predict the product of the given reaction. (1) The product is: [CH:1]1([C:4]2[NH:8][N:7]=[C:6]([N:9]3[CH:17]=[N:16][C:15]4[C:10]3=[N:11][C:12]([NH:23][C@H:24]([C:26]3[CH:31]=[CH:30][C:29]([F:32])=[CH:28][CH:27]=3)[CH3:25])=[N:13][C:14]=4[CH2:18][OH:19])[CH:5]=2)[CH2:3][CH2:2]1. Given the reactants [CH:1]1([C:4]2[NH:8][N:7]=[C:6]([N:9]3[CH:17]=[N:16][C:15]4[C:10]3=[N:11][C:12]([NH:23][C@H:24]([C:26]3[CH:31]=[CH:30][C:29]([F:32])=[CH:28][CH:27]=3)[CH3:25])=[N:13][C:14]=4[C:18](OCC)=[O:19])[CH:5]=2)[CH2:3][CH2:2]1.[H-].[Al+3].[Li+].[H-].[H-].[H-].O.O.O.O.O.O.O.O.O.O.S([O-])([O-])(=O)=O.[Na+].[Na+], predict the reaction product. (2) Given the reactants [CH2:1]([O:3][C:4](=[O:17])[CH2:5][C:6]1[C:7]2[C:14]([O:15]C)=[CH:13][CH:12]=[CH:11][C:8]=2[S:9][CH:10]=1)[CH3:2].B(Br)(Br)Br, predict the reaction product. The product is: [CH2:1]([O:3][C:4](=[O:17])[CH2:5][C:6]1[C:7]2[C:14]([OH:15])=[CH:13][CH:12]=[CH:11][C:8]=2[S:9][CH:10]=1)[CH3:2]. (3) Given the reactants [CH3:1][C:2]1[C:7]([N+:8]([O-])=O)=[CH:6][CH:5]=[CH:4][C:3]=1[C:11]1[CH:16]=[CH:15][N:14]=[C:13]([NH:17][C:18]2[CH:23]=[CH:22][C:21]([C:24]([N:26]3[CH2:31][CH2:30][O:29][CH2:28][CH2:27]3)=[O:25])=[CH:20][CH:19]=2)[N:12]=1, predict the reaction product. The product is: [NH2:8][C:7]1[C:2]([CH3:1])=[C:3]([C:11]2[CH:16]=[CH:15][N:14]=[C:13]([NH:17][C:18]3[CH:19]=[CH:20][C:21]([C:24]([N:26]4[CH2:27][CH2:28][O:29][CH2:30][CH2:31]4)=[O:25])=[CH:22][CH:23]=3)[N:12]=2)[CH:4]=[CH:5][CH:6]=1. (4) Given the reactants [F:1][C:2]1[CH:7]=[CH:6][C:5]([N:8]2[C:11](=[O:12])[C@H:10]([S:13][CH2:14][C:15]([C:17]3[CH:22]=[CH:21][C:20]([F:23])=[CH:19][CH:18]=3)=[O:16])[C@H:9]2[C:24]2[CH:46]=[CH:45][C:27]([O:28][CH2:29][C:30]([NH:32][CH2:33][C:34]([NH:36][C@H:37]([C:42]([OH:44])=[O:43])[CH2:38][CH2:39][S:40][CH3:41])=[O:35])=[O:31])=[CH:26][CH:25]=2)=[CH:4][CH:3]=1.[BH4-].[Na+], predict the reaction product. The product is: [F:1][C:2]1[CH:7]=[CH:6][C:5]([N:8]2[C:11](=[O:12])[C@H:10]([S:13][CH2:14][CH:15]([C:17]3[CH:18]=[CH:19][C:20]([F:23])=[CH:21][CH:22]=3)[OH:16])[C@H:9]2[C:24]2[CH:46]=[CH:45][C:27]([O:28][CH2:29][C:30]([NH:32][CH2:33][C:34]([NH:36][C@H:37]([C:42]([OH:44])=[O:43])[CH2:38][CH2:39][S:40][CH3:41])=[O:35])=[O:31])=[CH:26][CH:25]=2)=[CH:4][CH:3]=1. (5) The product is: [CH:12]1([CH2:15][N:16]2[CH2:21][CH2:20][N:19]([C:22]([C@H:24]3[CH2:28][CH2:27][N:26]([C:2]4[CH:7]=[N:6][C:5]([C:8]([F:11])([F:10])[F:9])=[CH:4][CH:3]=4)[CH2:25]3)=[O:23])[CH2:18][CH2:17]2)[CH2:13][CH2:14]1. Given the reactants Br[C:2]1[CH:3]=[CH:4][C:5]([C:8]([F:11])([F:10])[F:9])=[N:6][CH:7]=1.[CH:12]1([CH2:15][N:16]2[CH2:21][CH2:20][N:19]([C:22]([C@H:24]3[CH2:28][CH2:27][NH:26][CH2:25]3)=[O:23])[CH2:18][CH2:17]2)[CH2:14][CH2:13]1, predict the reaction product. (6) Given the reactants [CH2:1]([C:3]1[CH:4]=[C:5]([CH:8]=[C:9]([CH3:12])[C:10]=1[OH:11])[CH:6]=[O:7])[CH3:2].[CH2:13]([C:15]1[CH:20]=[CH:19][CH:18]=[C:17](C)[C:16]=1O)C.C(C1C=C(C=C(C)C=1O)C(NO)=N)C.C([O-])([O-])=O.[K+].[K+].C(Br)C1C=CC=CC=1, predict the reaction product. The product is: [CH2:13]([O:11][C:10]1[C:9]([CH3:12])=[CH:8][C:5]([CH:6]=[O:7])=[CH:4][C:3]=1[CH2:1][CH3:2])[C:15]1[CH:20]=[CH:19][CH:18]=[CH:17][CH:16]=1. (7) Given the reactants CN(C)C=O.[F:6][C:7]1[CH:8]=[C:9]([C:23]2[CH:28]=[CH:27][CH:26]=[CH:25][C:24]=2[OH:29])[CH:10]=[CH:11][C:12]=1[C:13]([O:15][CH2:16][C:17]1[CH:22]=[CH:21][CH:20]=[CH:19][CH:18]=1)=[O:14].Br[CH2:31][C@H:32]([CH3:52])[CH2:33][O:34][Si:35]([C:48]([CH3:51])([CH3:50])[CH3:49])([C:42]1[CH:47]=[CH:46][CH:45]=[CH:44][CH:43]=1)[C:36]1[CH:41]=[CH:40][CH:39]=[CH:38][CH:37]=1.C(=O)([O-])[O-].[Cs+].[Cs+], predict the reaction product. The product is: [Si:35]([O:34][CH2:33][C@@H:32]([CH3:52])[CH2:31][O:29][C:24]1[CH:25]=[CH:26][CH:27]=[CH:28][C:23]=1[C:9]1[CH:10]=[CH:11][C:12]([C:13]([O:15][CH2:16][C:17]2[CH:22]=[CH:21][CH:20]=[CH:19][CH:18]=2)=[O:14])=[C:7]([F:6])[CH:8]=1)([C:48]([CH3:49])([CH3:50])[CH3:51])([C:42]1[CH:43]=[CH:44][CH:45]=[CH:46][CH:47]=1)[C:36]1[CH:41]=[CH:40][CH:39]=[CH:38][CH:37]=1. (8) Given the reactants [CH3:1][CH:2]1[CH2:7][CH2:6][C:5]([N:8]2[CH:12]=[C:11]([C:13]([O:15]CC)=[O:14])[C:10]([N:18]([C:25]([C@H:27]3[CH2:32][CH2:31][C@H:30]([CH3:33])[CH2:29][CH2:28]3)=[O:26])[CH:19]3[CH2:24][CH2:23][O:22][CH2:21][CH2:20]3)=[N:9]2)=[CH:4][CH2:3]1.[OH-].[Na+], predict the reaction product. The product is: [CH3:1][CH:2]1[CH2:7][CH2:6][C:5]([N:8]2[CH:12]=[C:11]([C:13]([OH:15])=[O:14])[C:10]([N:18]([C:25]([C@H:27]3[CH2:28][CH2:29][C@H:30]([CH3:33])[CH2:31][CH2:32]3)=[O:26])[CH:19]3[CH2:24][CH2:23][O:22][CH2:21][CH2:20]3)=[N:9]2)=[CH:4][CH2:3]1. (9) Given the reactants [Br:1][C:2]1[C:3]([CH:11]=O)=[CH:4][C:5]2[O:9][CH2:8][O:7][C:6]=2[CH:10]=1.CC(O)C.[NH2:17][C:18]1[CH:27]=[CH:26][C:21]2[NH:22][C:23](=[O:25])[NH:24][C:20]=2[CH:19]=1, predict the reaction product. The product is: [Br:1][C:2]1[C:3](/[CH:11]=[N:17]/[C:18]2[CH:27]=[CH:26][C:21]3[NH:22][C:23](=[O:25])[NH:24][C:20]=3[CH:19]=2)=[CH:4][C:5]2[O:9][CH2:8][O:7][C:6]=2[CH:10]=1. (10) Given the reactants [CH:1]1([S:4]([C:7]2[CH:12]=[CH:11][C:10]([N+:13]([O-])=O)=[CH:9][C:8]=2[C@H:16]2[C@H:20]([C:21]([O:23][CH2:24][CH3:25])=[O:22])[CH2:19][CH2:18][N:17]2[C:26]([O:28][C:29]([CH3:32])([CH3:31])[CH3:30])=[O:27])(=[O:6])=[O:5])[CH2:3][CH2:2]1.[H][H], predict the reaction product. The product is: [NH2:13][C:10]1[CH:11]=[CH:12][C:7]([S:4]([CH:1]2[CH2:2][CH2:3]2)(=[O:6])=[O:5])=[C:8]([C@H:16]2[C@H:20]([C:21]([O:23][CH2:24][CH3:25])=[O:22])[CH2:19][CH2:18][N:17]2[C:26]([O:28][C:29]([CH3:31])([CH3:32])[CH3:30])=[O:27])[CH:9]=1.